This data is from Full USPTO retrosynthesis dataset with 1.9M reactions from patents (1976-2016). The task is: Predict the reactants needed to synthesize the given product. (1) Given the product [CH3:19][C:20]1[N:21]=[C:22]([N:28]2[CH2:32][CH2:31][N:30]([CH2:33][CH2:34][CH2:35][C:36]([F:37])([F:38])[F:39])[C:29]2=[O:40])[S:23][C:24]=1[C:25]([NH:18][CH2:17][C:15]1[CH:14]=[N:13][CH:12]=[C:11]([CH3:10])[N:16]=1)=[O:26], predict the reactants needed to synthesize it. The reactants are: FC1C=C(CN)C=NC=1.[CH3:10][C:11]1[N:16]=[C:15]([CH2:17][NH2:18])[CH:14]=[N:13][CH:12]=1.[CH3:19][C:20]1[N:21]=[C:22]([N:28]2[CH2:32][CH2:31][N:30]([CH2:33][CH2:34][CH2:35][C:36]([F:39])([F:38])[F:37])[C:29]2=[O:40])[S:23][C:24]=1[C:25](O)=[O:26]. (2) Given the product [CH3:17][C:18]1[CH:23]=[C:22]([NH2:24])[N:21]=[C:20]2[NH:25][C:13]([C:12]3[CH:15]=[CH:16][C:9]([CH2:8][O:1][C:2]4[CH:7]=[CH:6][CH:5]=[CH:4][CH:3]=4)=[CH:10][CH:11]=3)=[N:26][C:19]=12, predict the reactants needed to synthesize it. The reactants are: [O:1]([CH2:8][C:9]1[CH:16]=[CH:15][C:12]([CH:13]=O)=[CH:11][CH:10]=1)[C:2]1[CH:7]=[CH:6][CH:5]=[CH:4][CH:3]=1.[CH3:17][C:18]1[CH:23]=[C:22]([NH2:24])[N:21]=[C:20]([NH2:25])[C:19]=1[N+:26]([O-])=O.[O-]S(S([O-])=O)=O.[Na+].[Na+].N. (3) The reactants are: [C:1]([O:5][C:6](=[O:14])[NH:7][C:8]1[CH:13]=[CH:12][N:11]=[CH:10][CH:9]=1)([CH3:4])([CH3:3])[CH3:2].CN(C)CCN(C)C.C([Li])CCC.[I:28]I. Given the product [C:1]([O:5][C:6](=[O:14])[NH:7][C:8]1[CH:13]=[CH:12][N:11]=[CH:10][C:9]=1[I:28])([CH3:4])([CH3:2])[CH3:3], predict the reactants needed to synthesize it.